The task is: Predict the reactants needed to synthesize the given product.. This data is from Full USPTO retrosynthesis dataset with 1.9M reactions from patents (1976-2016). Given the product [CH:15]1[C:8]2[C:9]3[CH:1]=[CH:2][CH:3]=[CH:4][C:5]=3[S:6][C:7]=2[C:18]([C:19]2([OH:40])[C:35]3[CH:34]=[CH:20][CH:21]=[CH:22][C:23]=3[C:24]3[C:25]2=[CH:36][CH:37]=[CH:38][CH:39]=3)=[CH:17][CH:16]=1, predict the reactants needed to synthesize it. The reactants are: [CH:1]1[C:9]2[C:8]3C=CC=C[C:7]=3[S:6][C:5]=2[CH:4]=[CH:3][CH:2]=1.[Li][CH2:15][CH2:16][CH2:17][CH3:18].[C:19]1(=[O:40])[C:35]2[C:23]([C:24]3[CH:39]=[CH:38][CH:37]=[CH:36][C:25]=3C3[C:34]=2C=C2C=3C=CC=C2)=[CH:22][CH:21]=[CH:20]1.